This data is from Catalyst prediction with 721,799 reactions and 888 catalyst types from USPTO. The task is: Predict which catalyst facilitates the given reaction. (1) Reactant: CC1(C)[O:7][CH2:6][C:5]([CH2:18][F:19])([CH2:8][CH2:9][N:10]2[CH:14]=[CH:13][N:12]=[C:11]2[N+:15]([O-:17])=[O:16])[CH2:4][O:3]1.Cl. Product: [OH:3][CH2:4][C:5]([CH2:6][OH:7])([CH2:18][F:19])[CH2:8][CH2:9][N:10]1[CH:14]=[CH:13][N:12]=[C:11]1[N+:15]([O-:17])=[O:16]. The catalyst class is: 10. (2) Reactant: [NH2:1][C:2]1[S:3][C:4]2[CH:10]=[C:9]([OH:11])[CH:8]=[CH:7][C:5]=2[N:6]=1.[C:12]([C:20]1[CH:28]=[CH:27][C:23]([C:24](O)=[O:25])=[CH:22][CH:21]=1)(=[O:19])[C:13]1[CH:18]=[CH:17][CH:16]=[CH:15][CH:14]=1.CN(C(ON1N=NC2C=CC=NC1=2)=[N+](C)C)C.F[P-](F)(F)(F)(F)F.C(N(C(C)C)CC)(C)C. Product: [C:12]([C:20]1[CH:21]=[CH:22][C:23]([C:24]([NH:1][C:2]2[S:3][C:4]3[CH:10]=[C:9]([OH:11])[CH:8]=[CH:7][C:5]=3[N:6]=2)=[O:25])=[CH:27][CH:28]=1)(=[O:19])[C:13]1[CH:14]=[CH:15][CH:16]=[CH:17][CH:18]=1. The catalyst class is: 3. (3) Reactant: [Br:1][C:2]1[CH:14]=[CH:13][C:12]2[C:11]3[C:6](=[CH:7][C:8](Br)=[CH:9][CH:10]=3)[C:5]([CH2:23][CH2:24][CH2:25][CH2:26][CH2:27][CH2:28][Br:29])([CH2:16][CH2:17][CH2:18][CH2:19][CH2:20][CH2:21][Br:22])[C:4]=2[CH:3]=1.C([Li])(C)(C)C.C(O[B:39]1[O:43][C:42]([CH3:45])([CH3:44])[C:41]([CH3:47])([CH3:46])[O:40]1)(C)C. Product: [Br:1][C:2]1[CH:3]=[C:4]2[C:12]([C:11]3[CH:10]=[CH:9][C:8]([B:39]4[O:40][C:41]([CH3:46])([CH3:47])[C:42]([CH3:44])([CH3:45])[O:43]4)=[CH:7][C:6]=3[C:5]2([CH2:23][CH2:24][CH2:25][CH2:26][CH2:27][CH2:28][Br:29])[CH2:16][CH2:17][CH2:18][CH2:19][CH2:20][CH2:21][Br:22])=[CH:13][CH:14]=1. The catalyst class is: 27. (4) Reactant: [Cl:1][C:2]1[CH:10]=[C:9]([C:11]([NH:13][CH:14]([C:16]2[NH:20][C:19]3[CH:21]=[CH:22][C:23]([Cl:25])=[CH:24][C:18]=3[N:17]=2)[CH3:15])=[O:12])[CH:8]=[CH:7][C:3]=1[C:4](O)=[O:5].[NH2:26][CH2:27][CH2:28][CH:29]1[CH2:34][CH2:33][CH2:32][NH:31][CH2:30]1.C(N(C(C)C)CC)(C)C.ClCl. Product: [NH2:26][CH2:27][CH2:28][CH:29]1[CH2:34][CH2:33][CH2:32][N:31]([C:4]([C:3]2[CH:7]=[CH:8][C:9]([C:11]([NH:13][CH:14]([C:16]3[NH:20][C:19]4[CH:21]=[CH:22][C:23]([Cl:25])=[CH:24][C:18]=4[N:17]=3)[CH3:15])=[O:12])=[CH:10][C:2]=2[Cl:1])=[O:5])[CH2:30]1. The catalyst class is: 16. (5) Reactant: Cl[C:2]1[CH:7]=[C:6]([C:8]2[N:12]3[CH:13]=[C:14]([NH:17][CH:18]4[CH2:23][CH2:22][CH:21]([OH:24])[CH2:20][CH2:19]4)[CH:15]=[CH:16][C:11]3=[N:10][CH:9]=2)[CH:5]=[CH:4][N:3]=1.[NH:25]1[CH:29]=[CH:28][CH:27]=[N:26]1.C(=O)([O-])[O-].[Cs+].[Cs+]. Product: [N:25]1([C:2]2[CH:7]=[C:6]([C:8]3[N:12]4[CH:13]=[C:14]([NH:17][CH:18]5[CH2:23][CH2:22][CH:21]([OH:24])[CH2:20][CH2:19]5)[CH:15]=[CH:16][C:11]4=[N:10][CH:9]=3)[CH:5]=[CH:4][N:3]=2)[CH:29]=[CH:28][CH:27]=[N:26]1. The catalyst class is: 3. (6) Reactant: Cl[C:2]1[N:7]=[C:6]([Cl:8])[C:5]([CH3:9])=[CH:4][N:3]=1.[NH:10]1[CH2:15][CH2:14][CH:13]([C:16]([NH2:18])=[O:17])[CH2:12][CH2:11]1. Product: [Cl:8][C:6]1[C:5]([CH3:9])=[CH:4][N:3]=[C:2]([N:10]2[CH2:15][CH2:14][CH:13]([C:16]([NH2:18])=[O:17])[CH2:12][CH2:11]2)[N:7]=1. The catalyst class is: 88. (7) Reactant: [Cl:1][C:2]1[CH:7]=[CH:6][C:5]([C:8]2[N:9]=[C:10]([N:13]([CH2:23][C:24]3[CH:36]=[CH:35][C:34]4[C:33]5[C:28](=[CH:29][CH:30]=[CH:31][CH:32]=5)[CH2:27][C:26]=4[CH:25]=3)[C:14]3[CH:22]=[CH:21][C:17]([C:18]([OH:20])=O)=[CH:16][CH:15]=3)[S:11][CH:12]=2)=[CH:4][CH:3]=1.C1C=CC2N(O)N=NC=2C=1.Cl.C(N=C=NCCCN(C)C)C.Cl.[CH3:60][O:61][C:62](=[O:66])[CH2:63][CH2:64][NH2:65].CCN(C(C)C)C(C)C. Product: [CH3:60][O:61][C:62](=[O:66])[CH2:63][CH2:64][NH:65][C:18](=[O:20])[C:17]1[CH:21]=[CH:22][C:14]([N:13]([C:10]2[S:11][CH:12]=[C:8]([C:5]3[CH:6]=[CH:7][C:2]([Cl:1])=[CH:3][CH:4]=3)[N:9]=2)[CH2:23][C:24]2[CH:36]=[CH:35][C:34]3[C:33]4[C:28](=[CH:29][CH:30]=[CH:31][CH:32]=4)[CH2:27][C:26]=3[CH:25]=2)=[CH:15][CH:16]=1. The catalyst class is: 59. (8) Reactant: [CH3:1][C:2]1([CH3:19])[CH2:5][CH:4]([C:6]([C:8]2[CH:18]=[CH:17][C:11]([C:12]([O:14][CH2:15][CH3:16])=[O:13])=[CH:10][CH:9]=2)=O)[CH2:3]1.[N:20]1[C:29]2[C:24](=[CH:25][CH:26]=[CH:27][CH:28]=2)[CH:23]=[C:22]([NH2:30])[CH:21]=1.C1(C)C=CC(S(O)(=O)=O)=CC=1.[BH4-].[Na+]. Product: [CH3:1][C:2]1([CH3:19])[CH2:5][CH:4]([CH:6]([NH:30][C:22]2[CH:21]=[N:20][C:29]3[C:24]([CH:23]=2)=[CH:25][CH:26]=[CH:27][CH:28]=3)[C:8]2[CH:18]=[CH:17][C:11]([C:12]([O:14][CH2:15][CH3:16])=[O:13])=[CH:10][CH:9]=2)[CH2:3]1. The catalyst class is: 442. (9) Reactant: [Cl:1][C:2]1[C:3]([N+:18]([O-])=O)=[C:4]2[C:9](=[CH:10][CH:11]=1)[C:8](=[O:12])[N:7]([C@@H:13]([CH3:17])[C:14]([NH2:16])=[O:15])[CH:6]=[CH:5]2.C(O)C.[Cl-].[NH4+].O. Product: [NH2:18][C:3]1[C:2]([Cl:1])=[CH:11][CH:10]=[C:9]2[C:4]=1[CH:5]=[CH:6][N:7]([C@@H:13]([CH3:17])[C:14]([NH2:16])=[O:15])[C:8]2=[O:12]. The catalyst class is: 292. (10) Reactant: [CH3:1][C:2]([C:4]1[CH:9]=[C:8]([OH:10])[CH:7]=[CH:6][C:5]=1[OH:11])=[O:3].[CH2:12](Br)[C:13]1[CH:18]=[CH:17][CH:16]=[CH:15][CH:14]=1.C(=O)([O-])[O-].[K+].[K+].CC(C)=O. Product: [CH3:1][C:2]([C:4]1[CH:9]=[C:8]([O:10][CH2:12][C:13]2[CH:18]=[CH:17][CH:16]=[CH:15][CH:14]=2)[CH:7]=[CH:6][C:5]=1[OH:11])=[O:3]. The catalyst class is: 6.